From a dataset of Catalyst prediction with 721,799 reactions and 888 catalyst types from USPTO. Predict which catalyst facilitates the given reaction. (1) Reactant: [Br:1][C:2]1[CH:3]=[CH:4][C:5]([OH:11])=[C:6]([C:8](=[O:10])[CH3:9])[CH:7]=1.[CH:12](=O)[C:13]1[CH:18]=[CH:17][CH:16]=[CH:15][CH:14]=1. Product: [Br:1][C:2]1[CH:7]=[C:6]2[C:5](=[CH:4][CH:3]=1)[O:11][CH:12]([C:13]1[CH:18]=[CH:17][CH:16]=[CH:15][CH:14]=1)[CH2:9][C:8]2=[O:10]. The catalyst class is: 40. (2) Reactant: [CH3:1][O:2][C:3](=[O:8])[CH2:4][C:5]([CH3:7])=O.[C:9]([O-:12])(=O)[CH3:10].[NH4+:13].CC1(C)OC(=O)CC(=O)O1.[CH:24](=O)[C:25]1[CH:30]=[CH:29][CH:28]=[CH:27][CH:26]=1. The catalyst class is: 15. Product: [CH3:1][O:2][C:3]([C:4]1[CH:24]([C:25]2[CH:30]=[CH:29][CH:28]=[CH:27][CH:26]=2)[CH2:10][C:9](=[O:12])[NH:13][C:5]=1[CH3:7])=[O:8].